From a dataset of NCI-60 drug combinations with 297,098 pairs across 59 cell lines. Regression. Given two drug SMILES strings and cell line genomic features, predict the synergy score measuring deviation from expected non-interaction effect. Drug 1: C1=CC=C(C=C1)NC(=O)CCCCCCC(=O)NO. Drug 2: C1CNP(=O)(OC1)N(CCCl)CCCl. Cell line: RXF 393. Synergy scores: CSS=2.81, Synergy_ZIP=0.403, Synergy_Bliss=3.44, Synergy_Loewe=-2.03, Synergy_HSA=0.122.